Dataset: Reaction yield outcomes from USPTO patents with 853,638 reactions. Task: Predict the reaction yield, written as a fraction of the theoretical maximum amount of product (1.0 means a 100% yield; for example, 0.34 means a 34% yield). (1) The reactants are [C:1]([C:3]1[CH:8]=[CH:7][CH:6]=[CH:5][C:4]=1[C:9]1[CH:14]=[CH:13][C:12]([CH2:15][CH:16]([C:22](=O)[CH2:23][CH2:24][CH3:25])[C:17](OCC)=[O:18])=[CH:11][CH:10]=1)#[N:2].[CH2:27]([O:30][CH:31]1[CH2:36][CH2:35][CH:34]([NH:37][C:38]2[NH:42][CH:41]=[N:40][N:39]=2)[CH2:33][CH2:32]1)[CH:28]=[CH2:29]. No catalyst specified. The product is [O:18]=[C:17]1[C:16]([CH2:15][C:12]2[CH:13]=[CH:14][C:9]([C:4]3[C:3]([C:1]#[N:2])=[CH:8][CH:7]=[CH:6][CH:5]=3)=[CH:10][CH:11]=2)=[C:22]([CH2:23][CH2:24][CH3:25])[N:39]2[N:40]=[CH:41][N:42]=[C:38]2[N:37]1[CH:34]1[CH2:33][CH2:32][CH:31]([O:30][CH2:27][CH:28]=[CH2:29])[CH2:36][CH2:35]1. The yield is 0.240. (2) The reactants are [OH:1][CH2:2][C:3]([CH3:19])([CH3:18])[CH2:4][NH:5][C:6]([NH:8][CH2:9][C:10]1[CH:15]=[CH:14][C:13]([O:16][CH3:17])=[CH:12][CH:11]=1)=[O:7].[NH2:20][C:21]1[CH:28]=[CH:27][CH:26]=[C:25](F)[C:22]=1[C:23]#[N:24]. No catalyst specified. The product is [NH2:20][C:21]1[C:22]([C:23]#[N:24])=[C:25]([CH:26]=[CH:27][CH:28]=1)[O:1][CH2:2][C:3]([CH3:19])([CH3:18])[CH2:4][NH:5][C:6]([NH:8][CH2:9][C:10]1[CH:11]=[CH:12][C:13]([O:16][CH3:17])=[CH:14][CH:15]=1)=[O:7]. The yield is 0.600. (3) The reactants are [H-].[H-].[H-].[H-].[Li+].[Al+3].[N+:7]([C:10]1[CH:11]=[C:12]2[C:16](=[CH:17][CH:18]=1)[NH:15][C:14]([CH:19]([CH3:25])[C:20](OCC)=[O:21])=[CH:13]2)([O-:9])=[O:8].O.[OH-].[Na+]. The catalyst is C1COCC1. The product is [N+:7]([C:10]1[CH:11]=[C:12]2[C:16](=[CH:17][CH:18]=1)[NH:15][C:14]([CH:19]([CH3:25])[CH2:20][OH:21])=[CH:13]2)([O-:9])=[O:8]. The yield is 0.810. (4) The reactants are Br[C:2]1[CH:7]=[CH:6][C:5]([C:8]2[C:17]3[C:12](=[CH:13][CH:14]=[CH:15][CH:16]=3)[CH2:11][CH2:10][CH:9]=2)=[CH:4][CH:3]=1.[C:18]([O:22][CH3:23])(=[O:21])[CH:19]=[CH2:20]. No catalyst specified. The product is [CH3:23][O:22][C:18](=[O:21])[CH:19]=[CH:20][C:2]1[CH:7]=[CH:6][C:5]([C:8]2[C:17]3[C:12](=[CH:13][CH:14]=[CH:15][CH:16]=3)[CH2:11][CH2:10][CH:9]=2)=[CH:4][CH:3]=1. The yield is 0.740. (5) The reactants are [NH2:1][CH:2]1[C:8](=[O:9])[NH:7][C:6]2[CH:10]=[CH:11][CH:12]=[CH:13][C:5]=2[NH:4][C:3]1=[O:14].C(N(CC)CC)C.[C:22](Cl)(=[O:26])[CH:23]([CH3:25])[CH3:24].O. The catalyst is C1COCC1. The product is [O:9]=[C:8]1[NH:7][C:6]2[CH:10]=[CH:11][CH:12]=[CH:13][C:5]=2[NH:4][C:3](=[O:14])[CH:2]1[NH:1][C:22](=[O:26])[CH:23]([CH3:25])[CH3:24]. The yield is 0.770.